From a dataset of Forward reaction prediction with 1.9M reactions from USPTO patents (1976-2016). Predict the product of the given reaction. (1) Given the reactants [CH3:1][S:2]([C:5]1[CH:6]=[CH:7][C:8]([O:14][CH:15]([CH3:20])[C:16]([F:19])([F:18])[F:17])=[C:9]([CH:13]=1)[C:10]([OH:12])=O)(=[O:4])=[O:3].[F:21][C:22]([F:36])([F:35])[CH2:23][C:24]1[N:25]=[C:26]([N:29]2[CH2:34][CH2:33][NH:32][CH2:31][CH2:30]2)[S:27][CH:28]=1, predict the reaction product. The product is: [CH3:1][S:2]([C:5]1[CH:6]=[CH:7][C:8]([O:14][CH:15]([CH3:20])[C:16]([F:19])([F:18])[F:17])=[C:9]([C:10]([N:32]2[CH2:33][CH2:34][N:29]([C:26]3[S:27][CH:28]=[C:24]([CH2:23][C:22]([F:36])([F:21])[F:35])[N:25]=3)[CH2:30][CH2:31]2)=[O:12])[CH:13]=1)(=[O:3])=[O:4]. (2) Given the reactants Cl.[CH3:2][O:3][C:4]([C:6]1([O:12][CH3:13])[CH2:11][CH2:10][NH:9][CH2:8][CH2:7]1)=[O:5].C([O-])([O-])=O.[K+].[K+].[C:20]([O:24][C:25]([N:27]1[CH2:33][CH2:32][CH2:31][C:30](=O)[CH2:29][CH2:28]1)=[O:26])([CH3:23])([CH3:22])[CH3:21].C([BH3-])#N.[Na+], predict the reaction product. The product is: [CH3:13][O:12][C:6]1([C:4]([O:3][CH3:2])=[O:5])[CH2:7][CH2:8][N:9]([CH:30]2[CH2:31][CH2:32][CH2:33][N:27]([C:25]([O:24][C:20]([CH3:23])([CH3:22])[CH3:21])=[O:26])[CH2:28][CH2:29]2)[CH2:10][CH2:11]1. (3) The product is: [Cl:1][C:2]1[CH:10]=[CH:9][C:5]([C:6]([NH:17][CH2:16][CH:12]2[CH2:15][CH2:14][CH2:13]2)=[O:7])=[CH:4][N:3]=1. Given the reactants [Cl:1][C:2]1[CH:10]=[CH:9][C:5]([C:6](Cl)=[O:7])=[CH:4][N:3]=1.Cl.[CH:12]1([CH2:16][NH2:17])[CH2:15][CH2:14][CH2:13]1.C(N(CC)CC)C, predict the reaction product. (4) Given the reactants [C:1]([NH:4][C:5]1[C:14]([Cl:15])=[CH:13][C:8]([C:9]([O:11][CH3:12])=[O:10])=[C:7](OS(C(F)(F)F)(=O)=O)[CH:6]=1)(=[O:3])[CH3:2].[O-]P([O-])([O-])=O.[K+].[K+].[K+].[CH3:32]B(O)O.C(Cl)Cl, predict the reaction product. The product is: [C:1]([NH:4][C:5]1[C:14]([Cl:15])=[CH:13][C:8]([C:9]([O:11][CH3:12])=[O:10])=[C:7]([CH3:32])[CH:6]=1)(=[O:3])[CH3:2]. (5) The product is: [C:1]1([S:7]([C:10]2[CH:11]=[CH:12][C:13]([CH2:14][N:15]([CH3:27])[CH2:16][C@@H:17]([C:19]3[CH:20]=[CH:21][CH:22]=[CH:23][CH:24]=3)[OH:18])=[CH:25][CH:26]=2)(=[O:9])=[O:8])[CH:6]=[CH:5][CH:4]=[CH:3][CH:2]=1. Given the reactants [C:1]1([S:7]([C:10]2[CH:26]=[CH:25][C:13]([CH2:14][NH:15][CH2:16][C@@H:17]([C:19]3[CH:24]=[CH:23][CH:22]=[CH:21][CH:20]=3)[OH:18])=[CH:12][CH:11]=2)(=[O:9])=[O:8])[CH:6]=[CH:5][CH:4]=[CH:3][CH:2]=1.[C:27](O)(=O)C.C=O.C(O[BH-](OC(=O)C)OC(=O)C)(=O)C.[Na+], predict the reaction product. (6) Given the reactants C([O:8][C@H:9]1[C@:12]2([C:23]3[CH:28]=[CH:27][CH:26]=[CH:25][CH:24]=3)[C:13]3[CH:21]=[C:20]([Cl:22])[CH:19]=[CH:18][C:14]=3[O:15][CH2:16][CH2:17][N:11]2[C:10]1=[O:29])C1C=CC=CC=1, predict the reaction product. The product is: [Cl:22][C:20]1[CH:19]=[CH:18][C:14]2[O:15][CH2:16][CH2:17][N:11]3[C:10](=[O:29])[C@@H:9]([OH:8])[C@:12]3([C:23]3[CH:28]=[CH:27][CH:26]=[CH:25][CH:24]=3)[C:13]=2[CH:21]=1. (7) Given the reactants BrCC1C=CC2[N:7]=[C:8]([CH:10]3[CH2:15][CH2:14][CH2:13][CH2:12][CH2:11]3)SC=2C=1.C(C1SC2C=C(C)C=CC=2N=1)C1C=CC=CC=1.C1C(=O)N(Br)[C:37](=[O:38])[CH2:36]1.CC(N=NC(C#N)(C)C)(C#N)C.C(Cl)(Cl)[Cl:56], predict the reaction product. The product is: [ClH:56].[CH2:37]([O:38][C:8]([CH:10]1[CH2:11][CH2:12][CH2:13][CH2:14][CH2:15]1)=[NH:7])[CH3:36]. (8) Given the reactants Cl[CH2:2][CH2:3][CH2:4][O:5][C:6]1[CH:11]=[CH:10][C:9]([C:12]2[N:13]3[C:17]([N:18]=[C:19]4[CH2:25][CH2:24][CH2:23][CH2:22][CH2:21][C:20]=24)=[CH:16][CH:15]=[N:14]3)=[CH:8][CH:7]=1.[CH3:26][CH:27]1[CH2:31][CH2:30][CH2:29][NH:28]1.C([O-])([O-])=O.[K+].[K+], predict the reaction product. The product is: [CH3:26][CH:27]1[CH2:31][CH2:30][CH2:29][N:28]1[CH2:2][CH2:3][CH2:4][O:5][C:6]1[CH:11]=[CH:10][C:9]([C:12]2[N:13]3[C:17]([N:18]=[C:19]4[CH2:25][CH2:24][CH2:23][CH2:22][CH2:21][C:20]=24)=[CH:16][CH:15]=[N:14]3)=[CH:8][CH:7]=1. (9) The product is: [Br:1][C:2]1[CH:7]=[CH:6][C:5]([N+:8]([O-:10])=[O:9])=[C:4]([NH:21][CH2:22][CH2:23][CH2:24][OH:25])[CH:3]=1. Given the reactants [Br:1][C:2]1[CH:7]=[CH:6][C:5]([N+:8]([O-:10])=[O:9])=[C:4](F)[CH:3]=1.C(N(CC)C(C)C)(C)C.[NH2:21][CH2:22][CH2:23][CH2:24][OH:25], predict the reaction product.